This data is from Full USPTO retrosynthesis dataset with 1.9M reactions from patents (1976-2016). The task is: Predict the reactants needed to synthesize the given product. (1) Given the product [Cl:1][CH2:2][C:3]1([CH2:5][Cl:6])[CH2:4][CH2:18][O:17][CH2:14][O:16]1, predict the reactants needed to synthesize it. The reactants are: [Cl:1][CH2:2][C:3]([CH2:5][Cl:6])=[CH2:4].C=O.S(=O)(=O)(O)O.[C:14]([O:17][CH2:18]C)(=[O:16])C. (2) Given the product [F:1][C:2]1[CH:3]=[C:4]2[C:8](=[CH:9][C:10]=1[OH:11])[C:7](=[O:12])[NH:13][CH2:6][CH2:5]2, predict the reactants needed to synthesize it. The reactants are: [F:1][C:2]1[CH:3]=[C:4]2[C:8](=[CH:9][C:10]=1[OH:11])[C:7](=[O:12])[CH2:6][CH2:5]2.[N-:13]=[N+]=[N-].[Na+].O.